Dataset: Experimentally validated miRNA-target interactions with 360,000+ pairs, plus equal number of negative samples. Task: Binary Classification. Given a miRNA mature sequence and a target amino acid sequence, predict their likelihood of interaction. (1) The miRNA is hsa-miR-520a-5p with sequence CUCCAGAGGGAAGUACUUUCU. The protein sequence of the target gene is MSTANPETPNSTISREASTQSSSAATSQGYILPEGKIMPNTVFVGGIDVRMDETEIRSFFARYGSVKEVKIITDRTGVSKGYGFVSFFNDVDVQKIVESQINFHGKKLKLGPAIRKQNLCAYHVQPRPLVFNHPPPPQFQNVWTNPNTETYMQPTTTMNPITQYVQAYPTYPNSPVQVITGYQLPVYNYQMPPQWPVGEQRSYVVPPAYSAVNYHCNEVDPGAEVVPNECSVHEATPPSGNGPQKKSVDRSIQTVVSCLFNPENRLRNSVVTQDDYFKDKRVHHFRRSRAMLKSV. Result: 0 (no interaction). (2) The miRNA is mmu-miR-31-5p with sequence AGGCAAGAUGCUGGCAUAGCUG. The protein sequence of the target gene is MEVLESGEQSVLQWDRKLSELSEPGETEALMYHTHFSELLDEFSQNVLGQLLSDPFLSEKSESMEVEPSPTSPAPLIQAEHSYSLSEEPRTQSPFTHAATSDSFNDEEVESEKWYLSTEFPSATIKTEPITEEQPPGLVPSVTLTITAISTPFEKEESPLDMNAGGDSSCQTLIPKIKLEPHEVDQFLNFSPKEASVDQLHLPPTPPSSHSSDSEGSLSPNPRLHPFSLSQAHSPARAMPRGPSALSTSPLLTAPHKLQGSGPLVLTEEEKRTLVAEGYPIPTKLPLTKSEEKALKKIRR.... Result: 0 (no interaction). (3) The miRNA is hsa-miR-374c-5p with sequence AUAAUACAACCUGCUAAGUGCU. The protein sequence of the target gene is MRVVTIVILLCFCKAAELRKASPGSVRSRVNHGRAGGGRRGSNPVKRYAPGLPCDVYTYLHEKYLDCQERKLVYVLPGWPQDLLHMLLARNKIRTLKNNMFSKFKKLKSLDLQQNEISKIESEAFFGLNKLTTLLLQHNQIKVLTEEVFIYTPLLSYLRLYDNPWHCTCEIETLISMLQIPRNRNLGNYAKCESPQEQKNKKLRQIKSEQLCNEEEKEQLDPKPQVSGRPPVIKPEVDSTFCHNYVFPIQTLDCKRKELKKVPNNIPPDIVKLDLSYNKINQLRPKEFEDVHELKKLNLS.... Result: 0 (no interaction). (4) The miRNA is rno-miR-101a-3p with sequence UACAGUACUGUGAUAACUGAA. The protein sequence of the target gene is MSESFDCAKCNESLYGRKYIQTDSGPYCVPCYDNTFANTCAECQQLIGHDSRELFYEDRHFHEGCFRCCRCQRSLADEPFTCQDSELLCNDCYCSAFSSQCSACGETVMPGSRKLEYGGQTWHEHCFLCSGCEQPLGSRSFVPDKGAHYCVPCYENKFAPRCARCSKTLTQGGVTYRDQPWHRECLVCTGCQTPLAGQQFTSRDEDPYCVACFGELFAPKCSSCKRPIVGLGGGKYVSFEDRHWHHNCFSCARCSTSLVGQGFVPDGDQVLCQGCSQAGP. Result: 0 (no interaction).